Dataset: Full USPTO retrosynthesis dataset with 1.9M reactions from patents (1976-2016). Task: Predict the reactants needed to synthesize the given product. (1) Given the product [CH2:16]([Sn:20]([CH2:21][O:9][CH2:10][CH2:7][N:1]1[CH2:2][CH2:3][CH2:4][CH2:5][CH2:6]1)([CH2:27][CH2:28][CH2:29][CH3:30])[CH2:23][CH2:24][CH2:25][CH3:26])[CH2:17][CH2:18][CH3:19], predict the reactants needed to synthesize it. The reactants are: [N:1]1([CH2:7]O)[CH2:6][CH2:5][CH2:4][CH2:3][CH2:2]1.[O:9]1CCC[CH2:10]1.[H-].[Na+].[CH2:16]([Sn:20]([CH2:27][CH2:28][CH2:29][CH3:30])([CH2:23][CH2:24][CH2:25][CH3:26])[CH2:21]I)[CH2:17][CH2:18][CH3:19]. (2) Given the product [Br:1][C:2]1[N:3]=[C:4]([CH3:21])[C:5]([NH:10][C@@H:11]2[C:19]3[C:14](=[CH:15][CH:16]=[CH:17][CH:18]=3)[CH2:13][C@@H:12]2[OH:20])=[N:6][C:7]=1[CH3:8], predict the reactants needed to synthesize it. The reactants are: [Br:1][C:2]1[N:3]=[C:4]([CH2:21]C)[C:5]([NH:10][C@@H:11]2[C:19]3[C:14](=[CH:15][CH:16]=[CH:17][CH:18]=3)[CH2:13][C@@H:12]2[OH:20])=[N:6][C:7]=1[CH2:8]C.CC1C(N[C@@H]2C3C(=CC=CC=3)C[C@@H]2O)=NC(C)=CN=1. (3) The reactants are: [H-].C([Al+]CC(C)C)C(C)C.C([O:13][C:14](=O)[C:15]1[C:16](=[C:22]([CH3:39])[C:23]([O:27][C:28]2[CH:33]=[CH:32][C:31]([O:34][CH3:35])=[C:30]([CH:36]([CH3:38])[CH3:37])[CH:29]=2)=[C:24]([CH3:26])[CH:25]=1)[C:17](OCC)=[O:18])C. Given the product [CH3:39][C:22]1[C:16]([CH2:17][OH:18])=[C:15]([CH:25]=[C:24]([CH3:26])[C:23]=1[O:27][C:28]1[CH:33]=[CH:32][C:31]([O:34][CH3:35])=[C:30]([CH:36]([CH3:38])[CH3:37])[CH:29]=1)[CH2:14][OH:13], predict the reactants needed to synthesize it. (4) Given the product [CH2:1]([O:8][C:9]1[C:10]([C:23]([OH:28])=[O:25])=[N:11][CH:12]=[C:13]([O:15][CH2:16][C:17]2[CH:22]=[CH:21][CH:20]=[CH:19][CH:18]=2)[CH:14]=1)[C:2]1[CH:7]=[CH:6][CH:5]=[CH:4][CH:3]=1, predict the reactants needed to synthesize it. The reactants are: [CH2:1]([O:8][C:9]1[C:10]([C:23]#N)=[N:11][CH:12]=[C:13]([O:15][CH2:16][C:17]2[CH:22]=[CH:21][CH:20]=[CH:19][CH:18]=2)[CH:14]=1)[C:2]1[CH:7]=[CH:6][CH:5]=[CH:4][CH:3]=1.[OH-:25].[Na+].C[OH:28]. (5) Given the product [CH3:1][O:2][C:3]1[CH:12]=[CH:11][C:10]([N:13]=[C:21]=[S:22])=[CH:9][C:4]=1[C:5]([O:7][CH3:8])=[O:6], predict the reactants needed to synthesize it. The reactants are: [CH3:1][O:2][C:3]1[CH:12]=[CH:11][C:10]([NH2:13])=[CH:9][C:4]=1[C:5]([O:7][CH3:8])=[O:6].C1C=C(O[C:21](OC2N=CC=CC=2)=[S:22])N=CC=1. (6) Given the product [Cl:3][C:2]1[N:1]=[C:8]([NH:17][CH3:14])[N:7]=[C:5]([NH:13][CH2:10][C:11]#[CH:12])[N:4]=1, predict the reactants needed to synthesize it. The reactants are: [N:1]1[C:8](Cl)=[N:7][C:5](Cl)=[N:4][C:2]=1[Cl:3].[CH2:10]([NH2:13])[C:11]#[CH:12].[CH:14]([N:17](CC)C(C)C)(C)C.CN.C1COCC1.